Predict the product of the given reaction. From a dataset of Forward reaction prediction with 1.9M reactions from USPTO patents (1976-2016). (1) Given the reactants [CH3:1][O:2][C:3]1[CH:8]=[CH:7][C:6]([CH2:9][NH2:10])=[CH:5][CH:4]=1.Cl[C:12](=[O:18])[C:13](OCC)=[O:14].[CH3:19][O:20][CH:21]([O:24][CH3:25])[CH2:22][NH2:23].C(N(CC)C(C)C)(C)C.C([O-])(O)=O.[Na+], predict the reaction product. The product is: [CH3:19][O:20][CH:21]([O:24][CH3:25])[CH2:22][NH:23][C:12](=[O:18])[C:13]([NH:10][CH2:9][C:6]1[CH:7]=[CH:8][C:3]([O:2][CH3:1])=[CH:4][CH:5]=1)=[O:14]. (2) The product is: [CH3:1][O:2][C:3]1[CH:4]=[C:5]([C:11]2[CH2:15][CH:14]([CH2:16][CH2:17][CH2:18][CH2:19][N:33]3[CH2:32][CH2:31][N:30]([C:25]4[CH:26]=[CH:27][CH:28]=[CH:29][C:24]=4[O:23][CH3:22])[CH2:35][CH2:34]3)[O:13][N:12]=2)[CH:6]=[CH:7][C:8]=1[O:9][CH3:10]. Given the reactants [CH3:1][O:2][C:3]1[CH:4]=[C:5]([C:11]2[CH2:15][CH:14]([CH2:16][CH2:17][CH2:18][CH:19]=O)[O:13][N:12]=2)[CH:6]=[CH:7][C:8]=1[O:9][CH3:10].Cl.[CH3:22][O:23][C:24]1[CH:29]=[CH:28][CH:27]=[CH:26][C:25]=1[N:30]1[CH2:35][CH2:34][NH:33][CH2:32][CH2:31]1.[BH-](OC(C)=O)(OC(C)=O)OC(C)=O.[Na+].C(N(C(C)C)CC)(C)C, predict the reaction product. (3) The product is: [CH2:1]([O:8][C:9]1[C:10]([O:20][CH3:21])=[CH:11][C:12]2[CH2:13][CH:14]([CH3:19])[N:15]3[CH:16]([CH2:33][C:32](=[O:34])[C:26]([C:27]([O:29][CH2:30][CH3:31])=[O:28])=[CH:25]3)[C:17]=2[CH:18]=1)[C:2]1[CH:7]=[CH:6][CH:5]=[CH:4][CH:3]=1. Given the reactants [CH2:1]([O:8][C:9]1[CH:18]=[C:17]2[C:12]([CH2:13][CH:14]([CH3:19])[N:15]=[CH:16]2)=[CH:11][C:10]=1[O:20][CH3:21])[C:2]1[CH:7]=[CH:6][CH:5]=[CH:4][CH:3]=1.C(O[CH:25]=[C:26]([C:32](=[O:34])[CH3:33])[C:27]([O:29][CH2:30][CH3:31])=[O:28])C, predict the reaction product. (4) Given the reactants [CH3:1][C:2]1[CH:7]=[C:6]([CH3:8])[CH:5]=[C:4]([CH3:9])[C:3]=1[N:10]=[C:11]=[O:12].[NH2:13][C:14]1[CH:19]=[C:18]([F:20])[C:17]([F:21])=[CH:16][C:15]=1[C:22]([NH:24][C@@H:25]([CH:30]1[CH2:35][CH2:34][CH2:33][CH2:32][CH2:31]1)[C:26]([O:28][CH3:29])=[O:27])=[O:23], predict the reaction product. The product is: [CH:30]1([C@H:25]([NH:24][C:22]([C:15]2[CH:16]=[C:17]([F:21])[C:18]([F:20])=[CH:19][C:14]=2[NH:13][C:11]([NH:10][C:3]2[C:2]([CH3:1])=[CH:7][C:6]([CH3:8])=[CH:5][C:4]=2[CH3:9])=[O:12])=[O:23])[C:26]([O:28][CH3:29])=[O:27])[CH2:35][CH2:34][CH2:33][CH2:32][CH2:31]1. (5) Given the reactants [CH3:1][C:2]([CH3:38])([CH3:37])[C:3]([C:29]1[C:30]([O:35][CH3:36])=[N:31][CH:32]=[N:33][CH:34]=1)([O:19]B1OC(C)(C)C(C)(C)O1)[C:4]1[CH:9]=[CH:8][C:7](B2OC(C)(C)C(C)(C)O2)=[CH:6][N:5]=1.Br[C:40]1[CH:45]=[CH:44][C:43]([C:46]([CH3:50])([CH3:49])[C:47]#[N:48])=[CH:42][C:41]=1[CH3:51].[F-].[Cs+].CCO, predict the reaction product. The product is: [OH:19][C:3]([C:4]1[N:5]=[CH:6][C:7]([C:40]2[CH:45]=[CH:44][C:43]([C:46]([CH3:49])([CH3:50])[C:47]#[N:48])=[CH:42][C:41]=2[CH3:51])=[CH:8][CH:9]=1)([C:29]1[C:30]([O:35][CH3:36])=[N:31][CH:32]=[N:33][CH:34]=1)[C:2]([CH3:37])([CH3:38])[CH3:1]. (6) Given the reactants CC(C)([O-])C.[K+].[Br:7][C:8]1[CH:13]=[C:12]([CH2:14][OH:15])[CH:11]=[CH:10][N:9]=1.BrC1C=C(C)C=CN=1.[F:24][C:25]([F:52])([F:51])[C:26]1[CH:27]=[C:28]([NH:36][C:37]([N:39]2[CH2:44][CH2:43][N:42]([C:45]3[C:49](Cl)=[N:48][S:47][N:46]=3)[CH2:41][CH2:40]2)=[O:38])[CH:29]=[C:30]([C:32]([F:35])([F:34])[F:33])[CH:31]=1, predict the reaction product. The product is: [F:52][C:25]([F:24])([F:51])[C:26]1[CH:27]=[C:28]([NH:36][C:37]([N:39]2[CH2:44][CH2:43][N:42]([C:45]3[C:49]([O:15][CH2:14][C:12]4[CH:11]=[CH:10][N:9]=[C:8]([Br:7])[CH:13]=4)=[N:48][S:47][N:46]=3)[CH2:41][CH2:40]2)=[O:38])[CH:29]=[C:30]([C:32]([F:33])([F:35])[F:34])[CH:31]=1. (7) Given the reactants [F:1][CH:2]([F:17])[CH2:3][NH:4][CH2:5][C:6]1[NH:7][C:8](=[O:16])[C:9]2[CH2:15][O:14][CH2:13][CH2:12][C:10]=2[N:11]=1.[F:18][C:19]1[CH:36]=[CH:35][C:22]([C:23]([CH:25]2[CH2:30][CH2:29][N:28]([CH2:31][C:32](O)=[O:33])[CH2:27][CH2:26]2)=[O:24])=[CH:21][CH:20]=1.CC#N.O, predict the reaction product. The product is: [F:17][CH:2]([F:1])[CH2:3][N:4]([CH2:5][C:6]1[NH:7][C:8](=[O:16])[C:9]2[CH2:15][O:14][CH2:13][CH2:12][C:10]=2[N:11]=1)[C:32](=[O:33])[CH2:31][N:28]1[CH2:29][CH2:30][CH:25]([C:23](=[O:24])[C:22]2[CH:21]=[CH:20][C:19]([F:18])=[CH:36][CH:35]=2)[CH2:26][CH2:27]1. (8) Given the reactants [C:1]1([N:7]2[C:12](=[O:13])[C:11]3[S:14][CH:15]=[C:16]([C:17]4[CH:22]=[CH:21][CH:20]=[CH:19][CH:18]=4)[C:10]=3[N:9]=[CH:8]2)[CH:6]=[CH:5][CH:4]=[CH:3][CH:2]=1.NC1C(C2C=CC=CC=2)=CSC=1C(OC)=O.C(OCC)(OCC)OCC.[N+:49](C1C=CC(N)=CC=1)([O-:51])=[O:50], predict the reaction product. The product is: [N+:49]([C:4]1[CH:5]=[CH:6][C:1]([N:7]2[C:12](=[O:13])[C:11]3[S:14][CH:15]=[C:16]([C:17]4[CH:18]=[CH:19][CH:20]=[CH:21][CH:22]=4)[C:10]=3[N:9]=[CH:8]2)=[CH:2][CH:3]=1)([O-:51])=[O:50]. (9) Given the reactants [Br:1][C:2]1[N:7]=[CH:6][C:5]([C:8](=O)[CH3:9])=[CH:4][CH:3]=1.[CH3:11][Mg]Br.C(O)(=O)CC(CC(O)=O)(C(O)=O)O.[OH-].COC(NS([N+](CC)(CC)CC)(=O)=O)=O, predict the reaction product. The product is: [Br:1][C:2]1[CH:3]=[CH:4][C:5]([C:8]([CH3:9])=[CH2:11])=[CH:6][N:7]=1. (10) Given the reactants [F:1][CH:2]([F:37])[C:3]1[CH:7]=[C:6]([CH:8]([F:10])[F:9])[N:5]([CH2:11][C:12]([N:14]2[CH2:19][CH2:18][CH:17]([C:20]3[S:21][CH:22]=[C:23]([C:25]4[CH2:29][CH:28]([C:30]5[CH:35]=[CH:34][CH:33]=[CH:32][C:31]=5[OH:36])[O:27][N:26]=4)[N:24]=3)[CH2:16][CH2:15]2)=[O:13])[N:4]=1.C(=O)([O-])[O-].[K+].[K+].[CH2:44](Br)[CH:45]=[CH2:46].O, predict the reaction product. The product is: [CH2:46]([O:36][C:31]1[CH:32]=[CH:33][CH:34]=[CH:35][C:30]=1[CH:28]1[O:27][N:26]=[C:25]([C:23]2[N:24]=[C:20]([CH:17]3[CH2:16][CH2:15][N:14]([C:12](=[O:13])[CH2:11][N:5]4[C:6]([CH:8]([F:10])[F:9])=[CH:7][C:3]([CH:2]([F:1])[F:37])=[N:4]4)[CH2:19][CH2:18]3)[S:21][CH:22]=2)[CH2:29]1)[CH:45]=[CH2:44].